Task: Predict the reaction yield, written as a fraction of the theoretical maximum amount of product (1.0 means a 100% yield; for example, 0.34 means a 34% yield).. Dataset: Reaction yield outcomes from USPTO patents with 853,638 reactions (1) The reactants are [F:1][C:2]1[CH:8]=[CH:7][C:5]([NH2:6])=[CH:4][CH:3]=1.I[C:10]1[CH:15]=[CH:14][C:13]([O:16][CH3:17])=[CH:12][CH:11]=1.C([O-])([O-])=O.[K+].[K+].N1CCC[C@H]1C(O)=O. The catalyst is [Cu]I.CCOC(C)=O.O.CS(C)=O. The product is [F:1][C:2]1[CH:8]=[CH:7][C:5]([NH:6][C:10]2[CH:15]=[CH:14][C:13]([O:16][CH3:17])=[CH:12][CH:11]=2)=[CH:4][CH:3]=1. The yield is 0.778. (2) The reactants are [CH3:1][O:2][C:3]([C:5]1(Br)[CH:14]=[C:13]([O:15][CH2:16][O:17][CH2:18][CH2:19][Si:20]([CH3:23])([CH3:22])[CH3:21])[C:12]2[C:7](=[CH:8][CH:9]=[C:10]([O:24][CH3:25])[CH:11]=2)[NH:6]1)=[O:4].[CH3:27][N:28]1[CH2:34][CH2:33][CH2:32][NH:31][CH2:30][CH2:29]1.C1C=CC(P(C2C(C3C(P(C4C=CC=CC=4)C4C=CC=CC=4)=CC=C4C=3C=CC=C4)=C3C(C=CC=C3)=CC=2)C2C=CC=CC=2)=CC=1.C(=O)([O-])[O-].[Cs+].[Cs+]. The catalyst is C1(C)C=CC=CC=1. The product is [CH3:1][O:2][C:3]([C:5]1[CH:14]=[C:13]([O:15][CH2:16][O:17][CH2:18][CH2:19][Si:20]([CH3:23])([CH3:22])[CH3:21])[C:12]2[C:7](=[C:8]([N:31]3[CH2:32][CH2:33][CH2:34][N:28]([CH3:27])[CH2:29][CH2:30]3)[CH:9]=[C:10]([O:24][CH3:25])[CH:11]=2)[N:6]=1)=[O:4]. The yield is 0.920. (3) The reactants are [NH2:1][C:2]1[C:18]([CH3:19])=[CH:17][CH:16]=[CH:15][C:3]=1[C:4]([NH:6][CH:7]1[CH2:12][CH2:11][C:10](=[O:13])[NH:9][C:8]1=[O:14])=[O:5].[CH:20](OC)(OC)OC.C1(C)C=CC(S(O)(=O)=O)=CC=1.O. The catalyst is C(#N)C.CN1C(=O)CCC1. The product is [CH3:19][C:18]1[CH:17]=[CH:16][CH:15]=[C:3]2[C:2]=1[N:1]=[CH:20][N:6]([CH:7]1[CH2:12][CH2:11][C:10](=[O:13])[NH:9][C:8]1=[O:14])[C:4]2=[O:5]. The yield is 0.720. (4) The product is [C:15]([N:4]1[CH2:5][CH2:6][N:1]([C:7]([O:9][C:10]([CH3:13])([CH3:12])[CH3:11])=[O:8])[CH2:2][CH2:3]1)(=[O:14])[NH2:16]. The catalyst is C(O)(=O)C.O. The reactants are [N:1]1([C:7]([O:9][C:10]([CH3:13])([CH3:12])[CH3:11])=[O:8])[CH2:6][CH2:5][NH:4][CH2:3][CH2:2]1.[O-:14][C:15]#[N:16].[K+]. The yield is 0.530.